From a dataset of Catalyst prediction with 721,799 reactions and 888 catalyst types from USPTO. Predict which catalyst facilitates the given reaction. (1) Reactant: [F:1][CH:2]([F:23])[C:3]1[N:8]=[C:7]([CH:9]2[CH2:14][CH2:13][CH:12]([CH:15]([CH2:21][CH3:22])[C:16]([O:18]CC)=[O:17])[CH2:11][CH2:10]2)[CH:6]=[CH:5][CH:4]=1.[Li+].[OH-].Cl. Product: [F:23][CH:2]([F:1])[C:3]1[N:8]=[C:7]([CH:9]2[CH2:10][CH2:11][CH:12]([CH:15]([CH2:21][CH3:22])[C:16]([OH:18])=[O:17])[CH2:13][CH2:14]2)[CH:6]=[CH:5][CH:4]=1. The catalyst class is: 36. (2) Reactant: Cl.Cl.[CH2:3]([O:10][C:11]1[CH:16]=[CH:15][C:14]([C:17]2[CH:22]=[C:21]([O:23][CH:24]3[CH2:29][CH2:28][NH:27][CH2:26][CH2:25]3)[N:20]=[N:19][C:18]=2[CH2:30][CH2:31][CH2:32][CH3:33])=[CH:13][CH:12]=1)[C:4]1[CH:9]=[CH:8][CH:7]=[CH:6][CH:5]=1.C=O.[C:36](O[BH-](OC(=O)C)OC(=O)C)(=O)C.[Na+]. Product: [CH2:3]([O:10][C:11]1[CH:16]=[CH:15][C:14]([C:17]2[CH:22]=[C:21]([O:23][CH:24]3[CH2:29][CH2:28][N:27]([CH3:36])[CH2:26][CH2:25]3)[N:20]=[N:19][C:18]=2[CH2:30][CH2:31][CH2:32][CH3:33])=[CH:13][CH:12]=1)[C:4]1[CH:5]=[CH:6][CH:7]=[CH:8][CH:9]=1. The catalyst class is: 2. (3) Reactant: [C:1]([O:5][C:6]([NH:8][C@@H:9]([CH:22]1[CH2:26][CH2:25][CH2:24][CH2:23]1)[C:10]([N:12]1[C@@H:19]([C:20]#[CH:21])[CH2:18][CH2:17][C@H:13]1[C:14]([OH:16])=O)=[O:11])=[O:7])([CH3:4])([CH3:3])[CH3:2].C[N:28]1CCOCC1.C(OC(Cl)=O)C(C)C.O1CCOCC1.OS([O-])(=O)=O.[K+]. Product: [C:1]([O:5][C:6]([NH:8][C@@H:9]([CH:22]1[CH2:26][CH2:25][CH2:24][CH2:23]1)[C:10]([N:12]1[C@@H:19]([C:20]#[CH:21])[CH2:18][CH2:17][C@H:13]1[C:14]([NH2:28])=[O:16])=[O:11])=[O:7])([CH3:2])([CH3:4])[CH3:3]. The catalyst class is: 20. (4) Reactant: [N+:1]([C:4]1[CH:5]=[CH:6][C:7]([O:15][C:16]2[CH:21]=[CH:20][C:19]([F:22])=[C:18]([F:23])[CH:17]=2)=[C:8]([CH:14]=1)[C:9]([O:11][CH2:12][CH3:13])=[O:10])([O-])=O.NC1C=CC=CC=1. Product: [NH2:1][C:4]1[CH:5]=[CH:6][C:7]([O:15][C:16]2[CH:21]=[CH:20][C:19]([F:22])=[C:18]([F:23])[CH:17]=2)=[C:8]([CH:14]=1)[C:9]([O:11][CH2:12][CH3:13])=[O:10]. The catalyst class is: 8. (5) Reactant: [OH:1][C:2]1[CH:10]=[CH:9][C:5]([C:6]([OH:8])=[O:7])=[CH:4][CH:3]=1.F[C:12]1[CH:19]=[CH:18][C:15]([C:16]#[N:17])=[CH:14][CH:13]=1.C([O-])([O-])=O.[K+].[K+].Cl. Product: [C:16]([C:15]1[CH:18]=[CH:19][C:12]([O:1][C:2]2[CH:10]=[CH:9][C:5]([C:6]([OH:8])=[O:7])=[CH:4][CH:3]=2)=[CH:13][CH:14]=1)#[N:17]. The catalyst class is: 44. (6) Reactant: [C:1]([O:5][C:6]([NH:8][C@@H:9]([CH2:47][C:48]1[CH:53]=[CH:52][CH:51]=[CH:50][CH:49]=1)[C@@H:10]([O:39][Si](C(C)(C)C)(C)C)[CH2:11][C@@H:12]([NH:28][C:29](=[O:38])[O:30][CH2:31][C:32]1[CH:37]=[CH:36][CH:35]=[CH:34][CH:33]=1)[CH2:13][C:14]1[CH:19]=[CH:18][C:17]([C:20]2[CH:25]=[CH:24][CH:23]=[C:22]([O:26][CH3:27])[N:21]=2)=[CH:16][CH:15]=1)=O)([CH3:4])([CH3:3])[CH3:2].CCCC[N+](CCCC)(CCCC)CCCC.[F-]. Product: [C:1]([O:5][CH2:6][NH:8][C@@H:9]([CH2:47][C:48]1[CH:53]=[CH:52][CH:51]=[CH:50][CH:49]=1)[C@@H:10]([OH:39])[CH2:11][C@@H:12]([NH:28][C:29](=[O:38])[O:30][CH2:31][C:32]1[CH:37]=[CH:36][CH:35]=[CH:34][CH:33]=1)[CH2:13][C:14]1[CH:19]=[CH:18][C:17]([C:20]2[CH:25]=[CH:24][CH:23]=[C:22]([O:26][CH3:27])[N:21]=2)=[CH:16][CH:15]=1)([CH3:4])([CH3:2])[CH3:3]. The catalyst class is: 1.